Task: Predict the reaction yield, written as a fraction of the theoretical maximum amount of product (1.0 means a 100% yield; for example, 0.34 means a 34% yield).. Dataset: Reaction yield outcomes from USPTO patents with 853,638 reactions (1) The reactants are Cl[C:2]1[C:7]([F:8])=[CH:6][NH:5][C:4](=[O:9])[N:3]=1.C(N(CC)CC)C.O.[NH2:18][NH2:19].[CH3:20][O:21][C:22]1[CH:29]=[CH:28][C:25]([CH:26]=O)=[CH:24][CH:23]=1. The catalyst is C(O)C. The product is [F:8][C:7]1[C:2]([NH:18]/[N:19]=[CH:26]/[C:25]2[CH:28]=[CH:29][C:22]([O:21][CH3:20])=[CH:23][CH:24]=2)=[N:3][C:4](=[O:9])[NH:5][CH:6]=1. The yield is 0.190. (2) The reactants are [CH:1]1([CH2:7][C:8]([OH:10])=O)[CH2:6][CH2:5][CH2:4][CH2:3][CH2:2]1.[C:11]1([NH2:18])[CH:16]=[CH:15][C:14]([NH2:17])=[CH:13][CH:12]=1.C1N=CN(C(N2C=NC=C2)=O)C=1.CC(OC([N:38]1[CH2:43][CH:42]([C:44](O)=[O:45])[CH2:41][CH2:40][CH2:39]1)=O)(C)C.C1CCC(N=C=NC2CCCCC2)CC1.C1C=CC2N(O)N=NC=2C=1.C(O)(C(F)(F)F)=O.[ClH:79]. The catalyst is C1COCC1.CN(C=O)C.ClCCl.C(O)(C)C. The product is [ClH:79].[CH:1]1([CH2:7][C:8]([NH:17][C:14]2[CH:15]=[CH:16][C:11]([NH:18][C:44]([CH:42]3[CH2:41][CH2:40][CH2:39][NH:38][CH2:43]3)=[O:45])=[CH:12][CH:13]=2)=[O:10])[CH2:2][CH2:3][CH2:4][CH2:5][CH2:6]1. The yield is 0.540. (3) The reactants are [CH2:1]([CH:3]([CH2:19][CH3:20])[CH:4]([NH2:18])[C:5]1[N:9]([C:10]2[CH:15]=[CH:14][C:13]([O:16][CH3:17])=[CH:12][CH:11]=2)[N:8]=[CH:7][CH:6]=1)[CH3:2].C(N(CC)CC)C.[Cl:28][C:29]1[S:33][C:32]([S:34](Cl)(=[O:36])=[O:35])=[CH:31][CH:30]=1. The catalyst is C(Cl)Cl. The product is [Cl:28][C:29]1[S:33][C:32]([S:34]([NH:18][CH:4]([C:5]2[N:9]([C:10]3[CH:11]=[CH:12][C:13]([O:16][CH3:17])=[CH:14][CH:15]=3)[N:8]=[CH:7][CH:6]=2)[CH:3]([CH2:1][CH3:2])[CH2:19][CH3:20])(=[O:36])=[O:35])=[CH:31][CH:30]=1. The yield is 0.540. (4) The reactants are [F:1][C:2]1([F:13])[CH2:7][CH2:6][CH:5]([CH2:8][CH2:9][C:10]([OH:12])=O)[CH2:4][CH2:3]1.C(Cl)(=O)C(Cl)=O.[F:20][C:21]([F:32])([F:31])C(OC(=O)[C:21]([F:32])([F:31])[F:20])=O.N1C=CC=CC=1. The catalyst is ClCCl.O.CN(C=O)C. The product is [F:13][C:2]1([F:1])[CH2:3][CH2:4][CH:5]([CH2:8][CH2:9][C:10](=[O:12])[C:21]([F:32])([F:31])[F:20])[CH2:6][CH2:7]1. The yield is 0.350. (5) The reactants are [F:1][C:2]([F:6])([F:5])[CH2:3][OH:4].[H-].[Na+].[Cl:9][C:10]1[N:15]=[C:14]([C:16]2[CH:21]=[CH:20][C:19]([Cl:22])=[C:18]([Cl:23])[CH:17]=2)[C:13](F)=[CH:12][N:11]=1. The catalyst is CN(C=O)C. The product is [Cl:9][C:10]1[N:15]=[C:14]([C:16]2[CH:21]=[CH:20][C:19]([Cl:22])=[C:18]([Cl:23])[CH:17]=2)[C:13]([O:4][CH2:3][C:2]([F:6])([F:5])[F:1])=[CH:12][N:11]=1. The yield is 0.618. (6) The catalyst is C(OCC)(=O)C.CCCCCC. The yield is 0.240. The reactants are C(C1C2OC(C)(C)CC=2C(C)=C(NC(=O)CC(C)(C)C)C=1C)=O.CC1C=CC=CC=1[Mg]Br.O[CH:34]([C:56]1[CH:61]=[CH:60][CH:59]=[CH:58][C:57]=1[CH3:62])[C:35]1[C:43]2[O:42][C:41]([CH3:45])([CH3:44])[CH2:40][C:39]=2[C:38]([CH3:46])=[C:37]([NH:47][C:48](=[O:54])[CH2:49][C:50]([CH3:53])([CH3:52])[CH3:51])[C:36]=1[CH3:55]. The product is [CH3:51][C:50]([CH3:53])([CH3:52])[CH2:49][C:48]([NH:47][C:37]1[C:36]([CH3:55])=[C:35]([CH2:34][C:56]2[CH:61]=[CH:60][CH:59]=[CH:58][C:57]=2[CH3:62])[C:43]2[O:42][C:41]([CH3:44])([CH3:45])[CH2:40][C:39]=2[C:38]=1[CH3:46])=[O:54]. (7) The reactants are Cl[C:2](Cl)([O:4]C(=O)OC(Cl)(Cl)Cl)Cl.[C:13]([NH2:17])([CH3:16])([CH3:15])[CH3:14].C(N(CC)CC)C.FC(F)(F)C(O)=O.[Cl:32][C:33]1[CH:34]=[C:35]([S:39]([N:42]2[CH2:58][CH2:57][C:45]3([N:49]=[C:48]([CH:50]4[CH2:55][CH2:54][CH2:53][NH:52][CH2:51]4)[NH:47][C:46]3=[O:56])[CH2:44][CH2:43]2)(=[O:41])=[O:40])[CH:36]=[CH:37][CH:38]=1. The catalyst is C(Cl)Cl. The product is [C:13]([NH:17][C:2]([N:52]1[CH2:53][CH2:54][CH2:55][CH:50]([C:48]2[NH:47][C:46](=[O:56])[C:45]3([CH2:57][CH2:58][N:42]([S:39]([C:35]4[CH:36]=[CH:37][CH:38]=[C:33]([Cl:32])[CH:34]=4)(=[O:41])=[O:40])[CH2:43][CH2:44]3)[N:49]=2)[CH2:51]1)=[O:4])([CH3:16])([CH3:15])[CH3:14]. The yield is 0.250.